From a dataset of Volume of distribution at steady state (VDss) regression data from Lombardo et al.. Regression/Classification. Given a drug SMILES string, predict its absorption, distribution, metabolism, or excretion properties. Task type varies by dataset: regression for continuous measurements (e.g., permeability, clearance, half-life) or binary classification for categorical outcomes (e.g., BBB penetration, CYP inhibition). For this dataset (vdss_lombardo), we predict log10(VDss) (log10 of volume of distribution in L/kg). (1) The molecule is Cn1c(N)c(NC(=O)NCC[NH3+])c[n+]1CC1=C(C(=O)[O-])N2C(=O)C(NC(=O)/C(=N/OC(C)(C)C(=O)[O-])c3nsc(N)n3)C2SC1. The log10(VDss) is -0.770. (2) The molecule is CC(C)[NH2+]CC(O)COc1cccc2ccccc12. The log10(VDss) is 0.490. (3) The drug is C[NH2+]C1C(O)C(OC2C(NC(=O)C(O)CC[NH3+])CC([NH3+])C(OC3OC(CNCCO)=CCC3[NH3+])C2O)OCC1(C)O. The log10(VDss) is -0.660. (4) The molecule is CC(C(O)c1ccc(O)cc1)[NH+]1CCC(O)(c2ccccc2)CC1. The log10(VDss) is 0.640.